This data is from Catalyst prediction with 721,799 reactions and 888 catalyst types from USPTO. The task is: Predict which catalyst facilitates the given reaction. (1) Reactant: [Cl:1][C:2]1[CH:9]=[CH:8][C:5]([C:6]#[N:7])=[CH:4][CH:3]=1.Cl.[NH2:11][OH:12].C(=O)([O-])[O-].[K+].[K+]. Product: [Cl:1][C:2]1[CH:9]=[CH:8][C:5]([C:6](=[N:11][OH:12])[NH2:7])=[CH:4][CH:3]=1. The catalyst class is: 8. (2) Reactant: Cl.[CH2:2]([N:9]1[CH2:18][CH2:17][C:16]2[C:15](=O)[NH:14][CH:13]=[N:12][C:11]=2[CH2:10]1)[C:3]1[CH:8]=[CH:7][CH:6]=[CH:5][CH:4]=1.O=P(Cl)(Cl)[Cl:22]. Product: [CH2:2]([N:9]1[CH2:18][CH2:17][C:16]2[C:15]([Cl:22])=[N:14][CH:13]=[N:12][C:11]=2[CH2:10]1)[C:3]1[CH:8]=[CH:7][CH:6]=[CH:5][CH:4]=1. The catalyst class is: 2. (3) Reactant: [NH2:1][C@H:2]1[CH2:7][CH2:6][C@H:5]([NH2:8])[CH2:4][CH2:3]1.[Cl:9][C:10]1[N:18]=[C:17]2[C:13]([N:14]=[CH:15][NH:16]2)=[C:12]([N:19]2[C:23]3[CH:24]=[CH:25][C:26]([O:28][CH3:29])=[CH:27][C:22]=3[N:21]=[CH:20]2)[N:11]=1. Product: [ClH:9].[ClH:9].[CH3:29][O:28][C:26]1[CH:25]=[CH:24][C:23]2[N:19]([C:12]3[N:11]=[C:10]([NH:1][C@H:2]4[CH2:7][CH2:6][C@H:5]([NH2:8])[CH2:4][CH2:3]4)[N:18]=[C:17]4[C:13]=3[N:14]=[CH:15][NH:16]4)[CH:20]=[N:21][C:22]=2[CH:27]=1. The catalyst class is: 16. (4) Reactant: Cl.[NH2:2][CH:3]1[CH2:9][C:8]([CH3:11])([CH3:10])[CH2:7][N:6]([S:12]([C:15]2[CH:20]=[CH:19][CH:18]=[CH:17][N:16]=2)(=[O:14])=[O:13])[CH2:5][CH:4]1[OH:21].[NH:22]([C:31]([O:33][C:34]([CH3:37])([CH3:36])[CH3:35])=[O:32])[C@H:23]([C:28](O)=[O:29])[CH2:24][CH:25]([CH3:27])[CH3:26].CN(C(ON1N=NC2C=CC=CC1=2)=[N+](C)C)C.F[P-](F)(F)(F)(F)F.CN1CCOCC1. Product: [C:34]([O:33][C:31](=[O:32])[NH:22][C@H:23]([C:28](=[O:29])[NH:2][CH:3]1[CH2:9][C:8]([CH3:11])([CH3:10])[CH2:7][N:6]([S:12]([C:15]2[CH:20]=[CH:19][CH:18]=[CH:17][N:16]=2)(=[O:14])=[O:13])[CH2:5][CH:4]1[OH:21])[CH2:24][CH:25]([CH3:26])[CH3:27])([CH3:35])([CH3:37])[CH3:36]. The catalyst class is: 3. (5) Reactant: C[N:2]([CH:4]=O)C.P(Cl)(Cl)(Cl)=O.[F:11][C:12]1[CH:17]=[C:16]([F:18])[CH:15]=[CH:14][C:13]=1[C:19](=O)[CH2:20][C:21]1[CH:22]=[CH:23][C:24]2[N:25]([C:27]([CH:30]([CH3:32])[CH3:31])=[N:28][N:29]=2)[N:26]=1.Cl.NO.C([O-])(O)=O.[Na+].[NH2:42][NH2:43]. The catalyst class is: 373. Product: [F:11][C:12]1[CH:17]=[C:16]([F:18])[CH:15]=[CH:14][C:13]=1[C:19]1[NH:43][N:42]=[C:4]([NH2:2])[C:20]=1[C:21]1[CH:22]=[CH:23][C:24]2[N:25]([C:27]([CH:30]([CH3:32])[CH3:31])=[N:28][N:29]=2)[N:26]=1. (6) Product: [C:1]([O:5][C:6](=[O:31])[NH:7][C:8]1[C:9]([C:13]2[CH:14]=[CH:15][C:16]([CH2:19][CH2:20][C:21]3[CH:22]=[CH:23][C:24]([S:27]([CH3:30])(=[O:29])=[O:28])=[CH:25][CH:26]=3)=[CH:17][CH:18]=2)=[N:10][O:11][CH:12]=1)([CH3:4])([CH3:3])[CH3:2]. Reactant: [C:1]([O:5][C:6](=[O:31])[NH:7][C:8]1[C:9]([C:13]2[CH:18]=[CH:17][C:16](/[CH:19]=[CH:20]\[C:21]3[CH:26]=[CH:25][C:24]([S:27]([CH3:30])(=[O:29])=[O:28])=[CH:23][CH:22]=3)=[CH:15][CH:14]=2)=[N:10][O:11][CH:12]=1)([CH3:4])([CH3:3])[CH3:2].C(N(CC)CC)C. The catalyst class is: 2. (7) Reactant: [OH:1][C:2]1[CH:11]=[C:10]2[C:5]([CH:6]=[CH:7][C:8]([C:12]#[N:13])=[CH:9]2)=[CH:4][CH:3]=1.[Cl:14]OC(C)(C)C. Product: [Cl:14][C:11]1[C:2]([OH:1])=[CH:3][CH:4]=[C:5]2[C:10]=1[CH:9]=[C:8]([C:12]#[N:13])[CH:7]=[CH:6]2. The catalyst class is: 22. (8) Reactant: [N:1]([CH2:4][C@@H:5]([NH:12][C:13]([O:15][C:16]([CH3:19])([CH3:18])[CH3:17])=[O:14])[CH2:6][CH2:7][C:8](OC)=[O:9])=[N+]=[N-].[H][H]. Product: [O:9]=[C:8]1[NH:1][CH2:4][C@@H:5]([NH:12][C:13]([O:15][C:16]([CH3:19])([CH3:18])[CH3:17])=[O:14])[CH2:6][CH2:7]1. The catalyst class is: 19.